From a dataset of Peptide-MHC class I binding affinity with 185,985 pairs from IEDB/IMGT. Regression. Given a peptide amino acid sequence and an MHC pseudo amino acid sequence, predict their binding affinity value. This is MHC class I binding data. (1) The peptide sequence is TFIRSTMPL. The MHC is HLA-A23:01 with pseudo-sequence HLA-A23:01. The binding affinity (normalized) is 0.488. (2) The peptide sequence is VTMMKYCSY. The MHC is HLA-A31:01 with pseudo-sequence HLA-A31:01. The binding affinity (normalized) is 0.433. (3) The peptide sequence is RRVRRRVLV. The MHC is HLA-B14:02 with pseudo-sequence HLA-B14:02. The binding affinity (normalized) is 0.0847. (4) The peptide sequence is ALEYLSELK. The MHC is HLA-A33:01 with pseudo-sequence HLA-A33:01. The binding affinity (normalized) is 0. (5) The peptide sequence is IPRNRDNLL. The MHC is HLA-A68:02 with pseudo-sequence HLA-A68:02. The binding affinity (normalized) is 0.0847.